Dataset: NCI-60 drug combinations with 297,098 pairs across 59 cell lines. Task: Regression. Given two drug SMILES strings and cell line genomic features, predict the synergy score measuring deviation from expected non-interaction effect. (1) Drug 1: C#CCC(CC1=CN=C2C(=N1)C(=NC(=N2)N)N)C3=CC=C(C=C3)C(=O)NC(CCC(=O)O)C(=O)O. Drug 2: C(CN)CNCCSP(=O)(O)O. Cell line: HCC-2998. Synergy scores: CSS=3.23, Synergy_ZIP=-3.36, Synergy_Bliss=-8.54, Synergy_Loewe=1.71, Synergy_HSA=-7.30. (2) Drug 1: C1CC(C1)(C(=O)O)C(=O)O.[NH2-].[NH2-].[Pt+2]. Drug 2: C(CN)CNCCSP(=O)(O)O. Cell line: HOP-62. Synergy scores: CSS=15.5, Synergy_ZIP=1.22, Synergy_Bliss=5.60, Synergy_Loewe=-0.826, Synergy_HSA=2.19. (3) Drug 1: CCC1=CC2CC(C3=C(CN(C2)C1)C4=CC=CC=C4N3)(C5=C(C=C6C(=C5)C78CCN9C7C(C=CC9)(C(C(C8N6C)(C(=O)OC)O)OC(=O)C)CC)OC)C(=O)OC.C(C(C(=O)O)O)(C(=O)O)O. Drug 2: CC1=C(C(=O)C2=C(C1=O)N3CC4C(C3(C2COC(=O)N)OC)N4)N. Cell line: LOX IMVI. Synergy scores: CSS=48.7, Synergy_ZIP=-3.89, Synergy_Bliss=-4.72, Synergy_Loewe=-0.617, Synergy_HSA=0.746. (4) Drug 1: CN(C)C1=NC(=NC(=N1)N(C)C)N(C)C. Drug 2: C(=O)(N)NO. Synergy scores: CSS=-7.88, Synergy_ZIP=4.06, Synergy_Bliss=-2.48, Synergy_Loewe=-6.92, Synergy_HSA=-7.94. Cell line: M14. (5) Drug 1: CC(C)(C#N)C1=CC(=CC(=C1)CN2C=NC=N2)C(C)(C)C#N. Drug 2: CCC1=C2CN3C(=CC4=C(C3=O)COC(=O)C4(CC)O)C2=NC5=C1C=C(C=C5)O. Cell line: HCC-2998. Synergy scores: CSS=29.8, Synergy_ZIP=-2.98, Synergy_Bliss=0.195, Synergy_Loewe=-16.7, Synergy_HSA=1.96.